Predict the reactants needed to synthesize the given product. From a dataset of Full USPTO retrosynthesis dataset with 1.9M reactions from patents (1976-2016). (1) Given the product [CH3:1][C:2]([CH3:28])([CH2:6][C:7]1[CH:12]=[CH:11][C:10]([O:13][CH2:14][CH2:15][C:16]2[N:17]=[C:18]([C:22]3[CH:27]=[CH:26][CH:25]=[CH:24][CH:23]=3)[O:19][C:20]=2[CH3:21])=[CH:9][CH:8]=1)[C:3]([NH:37][S:34]([CH3:33])(=[O:36])=[O:35])=[O:4], predict the reactants needed to synthesize it. The reactants are: [CH3:1][C:2]([CH3:28])([CH2:6][C:7]1[CH:12]=[CH:11][C:10]([O:13][CH2:14][CH2:15][C:16]2[N:17]=[C:18]([C:22]3[CH:27]=[CH:26][CH:25]=[CH:24][CH:23]=3)[O:19][C:20]=2[CH3:21])=[CH:9][CH:8]=1)[C:3](O)=[O:4].C(Cl)CCl.[CH3:33][S:34]([NH2:37])(=[O:36])=[O:35]. (2) Given the product [CH:1]([C:4]1[N:5]=[C:6]([CH:9]=[O:10])[S:7][CH:8]=1)([CH3:3])[CH3:2], predict the reactants needed to synthesize it. The reactants are: [CH:1]([C:4]1[N:5]=[C:6]([CH2:9][OH:10])[S:7][CH:8]=1)([CH3:3])[CH3:2].[Cr](O[Cr]([O-])(=O)=O)([O-])(=O)=O.[NH+]1C=CC=CC=1.[NH+]1C=CC=CC=1. (3) Given the product [F:1][C:2]1[CH:30]=[CH:29][C:5]2[N:6]([CH:10]3[CH2:15][CH2:14][N:13]([C:16]4([CH3:28])[CH2:20][CH2:19][N:18]([C:21]([O:23][CH3:24])=[O:22])[CH2:17]4)[CH2:12][CH2:11]3)[C:7](=[O:9])[NH:8][C:4]=2[CH:3]=1, predict the reactants needed to synthesize it. The reactants are: [F:1][C:2]1[CH:30]=[CH:29][C:5]2[N:6]([CH:10]3[CH2:15][CH2:14][N:13]([C:16]4([CH3:28])[CH2:20][CH2:19][N:18]([C:21]([O:23][C:24](C)(C)C)=[O:22])[CH2:17]4)[CH2:12][CH2:11]3)[C:7](=[O:9])[NH:8][C:4]=2[CH:3]=1.C(Cl)(=O)OC. (4) Given the product [CH2:36]([O:35][C:33]([NH:32][CH:27]([CH2:26][C:23]1[CH:22]=[CH:21][C:20]([O:19][CH2:18][CH2:17][N:13]2[C:12]3[CH:40]=[CH:41][C:9]([C:1](=[N:44][O:43][CH3:42])[C:2]4[CH:7]=[CH:6][CH:5]=[CH:4][CH:3]=4)=[CH:10][C:11]=3[S:15][C:14]2=[O:16])=[CH:25][CH:24]=1)[C:28]([O:30][CH3:31])=[O:29])=[O:34])[CH2:37][CH2:38][CH3:39], predict the reactants needed to synthesize it. The reactants are: [C:1]([C:9]1[CH:41]=[CH:40][C:12]2[N:13]([CH2:17][CH2:18][O:19][C:20]3[CH:25]=[CH:24][C:23]([CH2:26][CH:27]([NH:32][C:33]([O:35][CH2:36][CH2:37][CH2:38][CH3:39])=[O:34])[C:28]([O:30][CH3:31])=[O:29])=[CH:22][CH:21]=3)[C:14](=[O:16])[S:15][C:11]=2[CH:10]=1)(=O)[C:2]1[CH:7]=[CH:6][CH:5]=[CH:4][CH:3]=1.[CH3:42][O:43][NH2:44].